From a dataset of Forward reaction prediction with 1.9M reactions from USPTO patents (1976-2016). Predict the product of the given reaction. (1) Given the reactants [F:1][C:2]1[CH:15]=[CH:14][C:13]2[C:4](=[C:5](O)[N:6]=[C:7]3[C:12]=2[CH:11]=[CH:10][CH:9]=[CH:8]3)[CH:3]=1.P(Cl)(Cl)([Cl:19])=O, predict the reaction product. The product is: [Cl:19][C:5]1[N:6]=[C:7]2[C:12](=[C:13]3[C:4]=1[CH:3]=[C:2]([F:1])[CH:15]=[CH:14]3)[CH:11]=[CH:10][CH:9]=[CH:8]2. (2) Given the reactants [O:1]=[CH:2][C@H:3]([C@@H:5]([C@H:7]([CH2:9][OH:10])[OH:8])[OH:6])[OH:4].[CH3:11]O, predict the reaction product. The product is: [O:1]([CH3:11])[CH:2]1[O:8][C@@H:7]([CH2:9][OH:10])[C@@H:5]([OH:6])[C@@H:3]1[OH:4]. (3) The product is: [Si:1]([O:8][C:9]1[CH:15]=[CH:14][CH:13]=[C:12]([NH2:16])[C:10]=1[NH2:11])([C:4]([CH3:7])([CH3:6])[CH3:5])([CH3:3])[CH3:2]. Given the reactants [Si:1]([O:8][C:9]1[CH:15]=[CH:14][CH:13]=[C:12]([N+:16]([O-])=O)[C:10]=1[NH2:11])([C:4]([CH3:7])([CH3:6])[CH3:5])([CH3:3])[CH3:2], predict the reaction product. (4) Given the reactants [CH3:1][N:2]([CH3:11])[C:3]1[CH:4]=[C:5]([CH2:9][OH:10])[CH:6]=[CH:7][CH:8]=1.CC(OI1(OC(C)=O)(OC(C)=O)OC(=O)C2C=CC=CC1=2)=O.C([O-])(O)=O.[Na+], predict the reaction product. The product is: [CH3:1][N:2]([CH3:11])[C:3]1[CH:4]=[C:5]([CH:6]=[CH:7][CH:8]=1)[CH:9]=[O:10]. (5) Given the reactants [CH3:1][C:2]1[CH:3]=[C:4]([CH:9]=[CH:10][C:11]=1[N+:12]([O-:14])=[O:13])[C:5](OC)=[O:6].O.[NH2:16][NH2:17], predict the reaction product. The product is: [CH3:1][C:2]1[CH:3]=[C:4]([CH:9]=[CH:10][C:11]=1[N+:12]([O-:14])=[O:13])[C:5]([NH:16][NH2:17])=[O:6]. (6) Given the reactants [Cl:1][C:2]1[CH:7]=[CH:6][C:5]([N+:8]([O-:10])=[O:9])=[C:4](F)[CH:3]=1.[C:12]1([OH:18])[CH:17]=[CH:16][CH:15]=[CH:14][CH:13]=1.C(=O)([O-])[O-].[K+].[K+].O, predict the reaction product. The product is: [Cl:1][C:2]1[CH:7]=[CH:6][C:5]([N+:8]([O-:10])=[O:9])=[C:4]([O:18][C:12]2[CH:17]=[CH:16][CH:15]=[CH:14][CH:13]=2)[CH:3]=1. (7) Given the reactants C[Si]([C:5]#[C:6][C:7]1[N:12]=[C:11]([C:13](=[O:15])[CH3:14])[CH:10]=[CH:9][CH:8]=1)(C)C.[Cl:16][C:17]1[CH:18]=[C:19]2[C:23](=[CH:24][CH:25]=1)[N:22]([CH2:26][CH2:27][CH3:28])[C:21](=[O:29])[C:20]2=[O:30].CNC, predict the reaction product. The product is: [Cl:16][C:17]1[CH:18]=[C:19]2[C:23](=[CH:24][CH:25]=1)[N:22]([CH2:26][CH2:27][CH3:28])[C:21](=[O:29])[C:20]2([CH2:14][C:13]([C:11]1[CH:10]=[CH:9][CH:8]=[C:7]([C:6]#[CH:5])[N:12]=1)=[O:15])[OH:30].